Task: Predict the reactants needed to synthesize the given product.. Dataset: Full USPTO retrosynthesis dataset with 1.9M reactions from patents (1976-2016) (1) Given the product [CH3:5][C:3]1([CH3:4])[N:14]2[C:13](=[O:15])[CH2:12][CH2:11][C@@H:10]2[CH2:7][O:6]1, predict the reactants needed to synthesize it. The reactants are: CO[C:3]([O:6][CH3:7])([CH3:5])[CH3:4].OC[C@@H:10]1[NH:14][C:13](=[O:15])[CH2:12][CH2:11]1. (2) Given the product [ClH:32].[NH2:17][C:15]1[CH:14]=[N:13][N:12]([CH2:11][C:10]([NH:9][C:3]2[CH:4]=[CH:5][CH:6]=[C:7]([F:8])[C:2]=2[F:1])=[O:31])[CH:16]=1, predict the reactants needed to synthesize it. The reactants are: [F:1][C:2]1[C:7]([F:8])=[CH:6][CH:5]=[CH:4][C:3]=1[NH:9][C:10](=[O:31])[CH2:11][N:12]1[CH:16]=[C:15]([N:17]=C(C2C=CC=CC=2)C2C=CC=CC=2)[CH:14]=[N:13]1.[ClH:32].